Dataset: Full USPTO retrosynthesis dataset with 1.9M reactions from patents (1976-2016). Task: Predict the reactants needed to synthesize the given product. (1) Given the product [N:21]([CH2:13][C:12]([C:10]1[S:9][C:8]([NH:16][C:17](=[O:20])[O:18][CH3:19])=[C:7]([Br:6])[CH:11]=1)=[O:15])=[N+:22]=[N-:23], predict the reactants needed to synthesize it. The reactants are: CN(C)C=O.[Br:6][C:7]1[CH:11]=[C:10]([C:12](=[O:15])[CH2:13]Br)[S:9][C:8]=1[NH:16][C:17](=[O:20])[O:18][CH3:19].[N-:21]=[N+:22]=[N-:23].[Na+]. (2) Given the product [NH2:22][C@@H:12]1[CH2:11][CH2:10][C@@H:9]([C:3]2[CH:4]=[CH:5][CH:6]=[C:7]([F:8])[C:2]=2[F:1])[CH2:15][N:14]([CH2:16][C:17]([OH:20])([CH3:18])[CH3:19])[C:13]1=[O:21].[C:39]([OH:41])([C:38]([F:43])([F:42])[F:37])=[O:40], predict the reactants needed to synthesize it. The reactants are: [F:1][C:2]1[C:7]([F:8])=[CH:6][CH:5]=[CH:4][C:3]=1[C@H:9]1[CH2:15][N:14]([CH2:16][C:17]([OH:20])([CH3:19])[CH3:18])[C:13](=[O:21])[C@H:12]([N:22](C(OC(C)(C)C)=O)C(OC(C)(C)C)=O)[CH2:11][CH2:10]1.[F:37][C:38]([F:43])([F:42])[C:39]([OH:41])=[O:40]. (3) The reactants are: [Br:1][C:2]1[CH:3]=[C:4]([Cl:8])[CH:5]=[CH:6][CH:7]=1.[C:9](=[O:11])=[O:10]. Given the product [Br:1][C:2]1[CH:7]=[CH:6][CH:5]=[C:4]([Cl:8])[C:3]=1[C:9]([OH:11])=[O:10], predict the reactants needed to synthesize it. (4) Given the product [F:43][C:38]1[CH:39]=[CH:40][CH:41]=[CH:42][C:37]=1[O:36][C:24]1[C:23](=[O:44])[N:22]([CH:19]2[CH2:21][CH2:20]2)[C:27]2[N:28]=[C:29]([NH:1][N:2]3[CH2:9][CH:8]4[CH:4]([CH2:5][CH2:6][CH2:7]4)[CH2:3]3)[N:30]=[CH:31][C:26]=2[CH:25]=1, predict the reactants needed to synthesize it. The reactants are: [NH2:1][N:2]1[CH2:9][CH:8]2[CH:4]([CH2:5][CH2:6][CH2:7]2)[CH2:3]1.CCN(C(C)C)C(C)C.[CH:19]1([N:22]2[C:27]3[N:28]=[C:29](S(C)(=O)=O)[N:30]=[CH:31][C:26]=3[CH:25]=[C:24]([O:36][C:37]3[CH:42]=[CH:41][CH:40]=[CH:39][C:38]=3[F:43])[C:23]2=[O:44])[CH2:21][CH2:20]1.